Regression. Given two drug SMILES strings and cell line genomic features, predict the synergy score measuring deviation from expected non-interaction effect. From a dataset of NCI-60 drug combinations with 297,098 pairs across 59 cell lines. (1) Drug 1: C1=NNC2=C1C(=O)NC=N2. Cell line: NCI-H226. Drug 2: C1CNP(=O)(OC1)N(CCCl)CCCl. Synergy scores: CSS=0.461, Synergy_ZIP=0.669, Synergy_Bliss=1.60, Synergy_Loewe=-1.10, Synergy_HSA=-1.10. (2) Drug 1: CC1=C(C=C(C=C1)NC2=NC=CC(=N2)N(C)C3=CC4=NN(C(=C4C=C3)C)C)S(=O)(=O)N.Cl. Drug 2: CC1CCC2CC(C(=CC=CC=CC(CC(C(=O)C(C(C(=CC(C(=O)CC(OC(=O)C3CCCCN3C(=O)C(=O)C1(O2)O)C(C)CC4CCC(C(C4)OC)OCCO)C)C)O)OC)C)C)C)OC. Cell line: HCT116. Synergy scores: CSS=14.9, Synergy_ZIP=-4.36, Synergy_Bliss=-3.25, Synergy_Loewe=-46.4, Synergy_HSA=-3.95. (3) Drug 1: CCC(=C(C1=CC=CC=C1)C2=CC=C(C=C2)OCCN(C)C)C3=CC=CC=C3.C(C(=O)O)C(CC(=O)O)(C(=O)O)O. Drug 2: CN(C(=O)NC(C=O)C(C(C(CO)O)O)O)N=O. Cell line: DU-145. Synergy scores: CSS=1.56, Synergy_ZIP=0.256, Synergy_Bliss=0.478, Synergy_Loewe=-3.87, Synergy_HSA=-1.75.